From a dataset of Full USPTO retrosynthesis dataset with 1.9M reactions from patents (1976-2016). Predict the reactants needed to synthesize the given product. (1) Given the product [C:4]([O:38][C:36](=[O:37])[CH2:31][NH:30][C:5](=[O:6])[C:4]1[CH:8]=[CH:9][C:10]([CH:11]([CH3:29])[C:12]([OH:28])([C:17]2[CH:18]=[CH:19][C:20]3[O:24][C:23](=[O:25])[N:22]([CH3:26])[C:21]=3[CH:27]=2)[C:13]([F:15])([F:14])[F:16])=[C:2]([Cl:1])[CH:3]=1)([CH3:8])([CH3:5])[CH3:3], predict the reactants needed to synthesize it. The reactants are: [Cl:1][C:2]1[CH:3]=[C:4]([CH:8]=[CH:9][C:10]=1[CH:11]([CH3:29])[C:12]([OH:28])([C:17]1[CH:18]=[CH:19][C:20]2[O:24][C:23](=[O:25])[N:22]([CH3:26])[C:21]=2[CH:27]=1)[C:13]([F:16])([F:15])[F:14])[C:5](O)=[O:6].[NH2:30][C@H:31]([C:36]([O-:38])=[O:37])C(C)(C)C.O. (2) Given the product [CH2:35]([S:42][C:7]1[C:3]([O:2][CH3:1])=[C:4]([C:12]([OH:14])=[O:13])[S:5][C:6]=1[C:8]([F:10])([F:11])[F:9])[C:36]1[CH:41]=[CH:40][CH:39]=[CH:38][CH:37]=1, predict the reactants needed to synthesize it. The reactants are: [CH3:1][O:2][C:3]1[CH:7]=[C:6]([C:8]([F:11])([F:10])[F:9])[S:5][C:4]=1[C:12]([OH:14])=[O:13].C([Li])CCC.[Li+].CC([N-]C(C)C)C.C(NC(C)C)(C)C.[CH2:35]([S:42][S:42][CH2:35][C:36]1[CH:41]=[CH:40][CH:39]=[CH:38][CH:37]=1)[C:36]1[CH:41]=[CH:40][CH:39]=[CH:38][CH:37]=1. (3) Given the product [CH2:9]([CH:11]([CH2:15][CH2:16][CH2:17][CH3:18])[CH2:12][C:2]1[CH:7]=[CH:6][CH:5]=[CH:4][C:3]=1[CH2:12][CH:11]([CH2:9][CH3:10])[CH2:15][CH2:16][CH2:17][CH3:18])[CH3:10], predict the reactants needed to synthesize it. The reactants are: Cl[C:2]1[CH:7]=[CH:6][CH:5]=[CH:4][C:3]=1Cl.[CH2:9]([CH:11]([CH2:15][CH2:16][CH2:17][CH3:18])[CH2:12][Mg]Br)[CH3:10]. (4) Given the product [CH3:24][NH:25][C:19](=[O:21])[C:18]1[CH:22]=[CH:23][C:15]([O:14][CH2:13][C:3]2[C:4]([C:7]3[CH:12]=[CH:11][N:10]=[CH:9][N:8]=3)=[N:5][O:6][C:2]=2[CH3:1])=[N:16][CH:17]=1, predict the reactants needed to synthesize it. The reactants are: [CH3:1][C:2]1[O:6][N:5]=[C:4]([C:7]2[CH:12]=[CH:11][N:10]=[CH:9][N:8]=2)[C:3]=1[CH2:13][O:14][C:15]1[CH:23]=[CH:22][C:18]([C:19]([OH:21])=O)=[CH:17][N:16]=1.[CH3:24][NH2:25]. (5) The reactants are: [CH2:1]([N:3]([C:29](=O)[C:30]1[CH:35]=[CH:34][C:33]([OH:36])=[CH:32][CH:31]=1)[C:4]1[CH:9]=[C:8]([O:10][CH3:11])[CH:7]=[CH:6][C:5]=1[C@@H:12]1[CH2:21][CH2:20][C:19]2[CH:18]=[C:17]([O:22]C(=O)C(C)(C)C)[CH:16]=[CH:15][C:14]=2[CH2:13]1)[CH3:2].Cl[CH2:39][C:40]([N:42]([CH3:49])[CH2:43][C@@H:44]1[CH2:48][CH2:47][CH2:46][O:45]1)=O. Given the product [CH2:1]([N:3]([CH2:29][C:30]1[CH:31]=[CH:32][C:33]([O:36][CH2:39][CH2:40][N:42]([CH3:49])[CH2:43][C@@H:44]2[CH2:48][CH2:47][CH2:46][O:45]2)=[CH:34][CH:35]=1)[C:4]1[CH:9]=[C:8]([O:10][CH3:11])[CH:7]=[CH:6][C:5]=1[C@@H:12]1[CH2:21][CH2:20][C:19]2[CH:18]=[C:17]([OH:22])[CH:16]=[CH:15][C:14]=2[CH2:13]1)[CH3:2], predict the reactants needed to synthesize it. (6) Given the product [F:1][C:2]1[C:16]([F:17])=[C:15]([CH:18]=[O:19])[CH:14]=[CH:13][C:3]=1[O:4][C:5]1[CH:12]=[CH:11][C:8]([C:9]([NH2:10])=[O:21])=[CH:7][N:6]=1, predict the reactants needed to synthesize it. The reactants are: [F:1][C:2]1[C:16]([F:17])=[C:15]([CH:18]=[O:19])[CH:14]=[CH:13][C:3]=1[O:4][C:5]1[CH:12]=[CH:11][C:8]([C:9]#[N:10])=[CH:7][N:6]=1.C([O-])([O-])=[O:21].[K+].[K+].CS(C)=O. (7) Given the product [CH:1]1([N:4]2[C:9]([C:11]3[CH:16]=[CH:15][CH:14]=[CH:13][C:12]=3[O:17][C:18]([F:21])([F:20])[F:19])=[N:8][NH:7][C:5]2=[O:6])[CH2:3][CH2:2]1, predict the reactants needed to synthesize it. The reactants are: [CH:1]1([NH:4][C:5]([NH:7][NH:8][C:9]([C:11]2[CH:16]=[CH:15][CH:14]=[CH:13][C:12]=2[O:17][C:18]([F:21])([F:20])[F:19])=O)=[O:6])[CH2:3][CH2:2]1.Cl. (8) Given the product [Cl:25][C:20]1[CH:21]=[CH:22][CH:23]=[CH:24][C:19]=1[C:17]1[N:18]=[C:14]([CH2:13][O:12][C:9]2[CH:10]=[CH:11][C:6]([O:5][CH2:4][C:3]([OH:27])=[O:2])=[C:7]([CH3:26])[CH:8]=2)[S:15][CH:16]=1, predict the reactants needed to synthesize it. The reactants are: C[O:2][C:3](=[O:27])[CH2:4][O:5][C:6]1[CH:11]=[CH:10][C:9]([O:12][CH2:13][C:14]2[S:15][CH:16]=[C:17]([C:19]3[CH:24]=[CH:23][CH:22]=[CH:21][C:20]=3[Cl:25])[N:18]=2)=[CH:8][C:7]=1[CH3:26].[Li+].[OH-].Cl. (9) The reactants are: FC(F)(F)C(OI(C1C=CC=CC=1)OC(=O)C(F)(F)F)=O.[CH2:22]([O:24][C:25](=[O:45])[CH2:26][CH2:27][N:28]([CH2:41]C(=O)N)[C:29](=[O:40])[CH2:30][N:31]1[CH:39]=[C:37]([CH3:38])[C:35](=[O:36])[NH:34][C:32]1=[O:33])[CH3:23].C([O-])([O-])=O.[K+].[K+].[C:52](O[C:52]([O:54][C:55]([CH3:58])([CH3:57])[CH3:56])=[O:53])([O:54][C:55]([CH3:58])([CH3:57])[CH3:56])=[O:53].CC#[N:69]. Given the product [CH2:22]([O:24][C:25](=[O:45])[CH2:26][CH2:27][N:28]([CH2:41][NH:69][C:52]([O:54][C:55]([CH3:58])([CH3:57])[CH3:56])=[O:53])[C:29](=[O:40])[CH2:30][N:31]1[CH:39]=[C:37]([CH3:38])[C:35](=[O:36])[NH:34][C:32]1=[O:33])[CH3:23], predict the reactants needed to synthesize it. (10) Given the product [OH:39][C:15]([C:11]1[CH:12]=[CH:13][CH:14]=[C:9]([OH:8])[CH:10]=1)([C:33]1[CH:38]=[CH:37][CH:36]=[CH:35][CH:34]=1)[C:16]([O:18][CH2:19][CH:20]1[CH2:25][CH2:24][N:23]([C:26]([O:28][C:29]([CH3:32])([CH3:31])[CH3:30])=[O:27])[CH2:22][CH2:21]1)=[O:17], predict the reactants needed to synthesize it. The reactants are: C([O:8][C:9]1[CH:10]=[C:11]([C:15]([OH:39])([C:33]2[CH:38]=[CH:37][CH:36]=[CH:35][CH:34]=2)[C:16]([O:18][CH2:19][CH:20]2[CH2:25][CH2:24][N:23]([C:26]([O:28][C:29]([CH3:32])([CH3:31])[CH3:30])=[O:27])[CH2:22][CH2:21]2)=[O:17])[CH:12]=[CH:13][CH:14]=1)C1C=CC=CC=1.CC1CC=CCC=1.